Predict the product of the given reaction. From a dataset of Forward reaction prediction with 1.9M reactions from USPTO patents (1976-2016). (1) Given the reactants Cl[C:2]1[N:11]=[CH:10][C:9]2[C:4](=[CH:5][CH:6]=[C:7]([O:12][CH3:13])[CH:8]=2)[N:3]=1.[O:14]1[CH2:19][CH2:18][N:17]([C:20]2[CH:26]=[CH:25][CH:24]=[CH:23][C:21]=2[NH2:22])[CH2:16][CH2:15]1, predict the reaction product. The product is: [CH3:13][O:12][C:7]1[CH:8]=[C:9]2[C:4](=[CH:5][CH:6]=1)[N:3]=[C:2]([NH:22][C:21]1[CH:23]=[CH:24][CH:25]=[CH:26][C:20]=1[N:17]1[CH2:18][CH2:19][O:14][CH2:15][CH2:16]1)[N:11]=[CH:10]2. (2) The product is: [F:11][C:12]1[CH:13]=[C:14]([CH:15]=[C:16]([N+:18]([O-:20])=[O:19])[CH:17]=1)[O:8][CH:5]1[CH2:6][CH2:7][N:2]([CH3:1])[CH2:3][CH2:4]1. Given the reactants [CH3:1][N:2]1[CH2:7][CH2:6][CH:5]([OH:8])[CH2:4][CH2:3]1.[H-].[Na+].[F:11][C:12]1[CH:17]=[C:16]([N+:18]([O-:20])=[O:19])[CH:15]=[C:14](F)[CH:13]=1.O, predict the reaction product. (3) Given the reactants [CH3:1][O:2][C:3](=[O:28])[C:4]1[C:9]([NH:10][CH:11]([CH2:15][CH3:16])[CH:12]([OH:14])[CH3:13])=[CH:8][C:7]([CH3:17])=[N:6][C:5]=1[O:18][C:19]1[C:24]([CH3:25])=[CH:23][C:22]([Cl:26])=[CH:21][C:20]=1[CH3:27].[H-].[Na+].[CH3:31]I, predict the reaction product. The product is: [CH3:1][O:2][C:3](=[O:28])[C:4]1[C:9]([NH:10][CH:11]([CH2:15][CH3:16])[CH:12]([O:14][CH3:31])[CH3:13])=[CH:8][C:7]([CH3:17])=[N:6][C:5]=1[O:18][C:19]1[C:24]([CH3:25])=[CH:23][C:22]([Cl:26])=[CH:21][C:20]=1[CH3:27]. (4) Given the reactants [CH2:1]([O:3][C:4]1[CH:9]=[CH:8][C:7]([C:10]2[CH:11]=[CH:12][C:13]3[N:14]([CH:16]=[C:17]([CH3:19])[N:18]=3)[N:15]=2)=[CH:6][C:5]=1[O:20][CH3:21])[CH3:2].C1C(=O)N([Br:29])C(=O)C1, predict the reaction product. The product is: [Br:29][C:16]1[N:14]2[N:15]=[C:10]([C:7]3[CH:8]=[CH:9][C:4]([O:3][CH2:1][CH3:2])=[C:5]([O:20][CH3:21])[CH:6]=3)[CH:11]=[CH:12][C:13]2=[N:18][C:17]=1[CH3:19].